From a dataset of Catalyst prediction with 721,799 reactions and 888 catalyst types from USPTO. Predict which catalyst facilitates the given reaction. (1) Reactant: [OH-].[Na+].[CH3:3][C:4]1[C:17]([CH3:18])=[CH:16][C:15]([CH3:19])=[CH:14][C:5]=1[O:6][C:7]([CH3:13])([CH3:12])[C:8]([O:10]C)=[O:9]. Product: [CH3:3][C:4]1[C:17]([CH3:18])=[CH:16][C:15]([CH3:19])=[CH:14][C:5]=1[O:6][C:7]([CH3:13])([CH3:12])[C:8]([OH:10])=[O:9]. The catalyst class is: 5. (2) Reactant: [C:1]([C:3]([C:23](=O)[CH3:24])=[CH:4][C:5]1[O:13][C:12]2[CH:11]=[CH:10][N:9]=[C:8]([NH:14][C:15](=[O:22])[C:16]3[CH:21]=[CH:20][CH:19]=[CH:18][CH:17]=3)[C:7]=2[CH:6]=1)#[N:2].[NH2:26][C:27]([CH:31]([F:33])[F:32])=[CH:28][C:29]#[N:30]. Product: [C:29]([C:28]1[CH:4]([C:5]2[O:13][C:12]3[CH:11]=[CH:10][N:9]=[C:8]([NH:14][C:15](=[O:22])[C:16]4[CH:17]=[CH:18][CH:19]=[CH:20][CH:21]=4)[C:7]=3[CH:6]=2)[C:3]([C:1]#[N:2])=[C:23]([CH3:24])[NH:26][C:27]=1[CH:31]([F:33])[F:32])#[N:30]. The catalyst class is: 41. (3) Reactant: [CH2:1]([NH2:8])[C:2]1[CH:7]=[CH:6][CH:5]=[CH:4][CH:3]=1.CCN(CC)CC.Cl[S:17]([C:20]1[CH:29]=[CH:28][C:23]([C:24]([O:26][CH3:27])=[O:25])=[CH:22][CH:21]=1)(=[O:19])=[O:18].[Cl-].[NH4+]. Product: [CH2:1]([NH:8][S:17]([C:20]1[CH:21]=[CH:22][C:23]([C:24]([O:26][CH3:27])=[O:25])=[CH:28][CH:29]=1)(=[O:19])=[O:18])[C:2]1[CH:7]=[CH:6][CH:5]=[CH:4][CH:3]=1. The catalyst class is: 2. (4) Reactant: [F:1][C:2]1[C:10]2[N:9]=[C:8]([CH2:11][NH:12]C(=O)OC(C)(C)C)[NH:7][C:6]=2[CH:5]=[CH:4][C:3]=1[F:20].C([Cl:24])(=O)C. The catalyst class is: 5. Product: [ClH:24].[ClH:24].[F:1][C:2]1[C:10]2[N:9]=[C:8]([CH2:11][NH2:12])[NH:7][C:6]=2[CH:5]=[CH:4][C:3]=1[F:20]. (5) Reactant: C[O:2][C:3](=[O:38])[CH:4]([N:16]1[CH2:21][CH2:20][N:19]([C:22](=[O:33])[CH:23]([NH2:32])[CH2:24][C:25]2[CH:30]=[CH:29][C:28]([F:31])=[CH:27][CH:26]=2)[CH:18]([CH2:34][CH:35]=[CH2:36])[C:17]1=[O:37])[CH2:5][C:6]1[CH:15]=[CH:14][C:13]2[C:8](=[CH:9][CH:10]=[CH:11][CH:12]=2)[CH:7]=1.CO.[Li+].[OH-].Cl. Product: [CH2:34]([C@@H:18]1[N:19]([C:22](=[O:33])[C@H:23]([NH2:32])[CH2:24][C:25]2[CH:30]=[CH:29][C:28]([F:31])=[CH:27][CH:26]=2)[CH2:20][CH2:21][N:16]([C@@H:4]([CH2:5][C:6]2[CH:15]=[CH:14][C:13]3[C:8](=[CH:9][CH:10]=[CH:11][CH:12]=3)[CH:7]=2)[C:3]([OH:38])=[O:2])[C:17]1=[O:37])[CH:35]=[CH2:36]. The catalyst class is: 20. (6) Reactant: [CH3:1][C:2]1[C:7]([CH3:8])=[C:6]([C:9]2[C:10]([OH:17])=[CH:11][CH:12]=[C:13]([CH3:16])[C:14]=2[CH3:15])[C:5]([OH:18])=[CH:4][CH:3]=1.[H-].[Na+].[CH3:21][C:22]1[CH:30]=[CH:29][CH:28]=[CH:27][C:23]=1[C:24](Cl)=[O:25]. Product: [CH3:21][C:22]1[CH:30]=[CH:29][CH:28]=[CH:27][C:23]=1[C:24]([O:18][C:5]1[CH:4]=[CH:3][C:2]([CH3:1])=[C:7]([CH3:8])[C:6]=1[C:9]1[C:14]([CH3:15])=[C:13]([CH3:16])[CH:12]=[CH:11][C:10]=1[O:17][C:24](=[O:25])[C:23]1[CH:27]=[CH:28][CH:29]=[CH:30][C:22]=1[CH3:21])=[O:25]. The catalyst class is: 1. (7) Reactant: FC(F)(F)C1C=C(C=C([NH:18][C:19]([CH:21]2[CH2:30][CH2:29][C:28]3[C:23](=[CH:24][C:25](OC4C=CN=C(C5NC(C(F)(F)F)=CN=5)C=4)=[CH:26][CH:27]=3)[CH2:22]2)=[O:20])C=1)CNC(=O)OC(C)(C)C.Cl. Product: [CH2:22]1[C:23]2[C:28](=[CH:27][CH:26]=[CH:25][CH:24]=2)[CH2:29][CH2:30][CH:21]1[C:19]([NH2:18])=[O:20]. The catalyst class is: 12.